From a dataset of Reaction yield outcomes from USPTO patents with 853,638 reactions. Predict the reaction yield, written as a fraction of the theoretical maximum amount of product (1.0 means a 100% yield; for example, 0.34 means a 34% yield). (1) The reactants are [C:1]([NH2:9])(=[O:8])[C:2]1[CH:7]=[CH:6][CH:5]=[CH:4][CH:3]=1.C([O-])([O-])=O.[K+].[K+].[C@@H]1(N)CCCC[C@H]1N.Br[C:25]1[CH:30]=[CH:29][CH:28]=[CH:27][C:26]=1[O:31][CH3:32]. The catalyst is [Cu]I.O1CCOCC1. The product is [CH3:32][O:31][C:26]1[CH:27]=[CH:28][CH:29]=[CH:30][C:25]=1[NH:9][C:1](=[O:8])[C:2]1[CH:7]=[CH:6][CH:5]=[CH:4][CH:3]=1. The yield is 0.830. (2) The reactants are [C:1]([CH2:4][CH2:5][C:6]([N+:17]([O-:19])=[O:18])([CH2:12][CH2:13][C:14]([OH:16])=[O:15])[CH2:7][CH2:8][C:9]([OH:11])=[O:10])([OH:3])=[O:2].C(=O)([O-])[O-].[Cs+].[Cs+].[CH2:26](Br)[C:27]1[CH:32]=[CH:31][CH:30]=[CH:29][CH:28]=1. The catalyst is C(#N)C. The product is [CH2:26]([O:10][C:9]([CH2:8][CH2:7][C:6]([CH2:5][CH2:4][C:1]([O:3][CH2:26][C:27]1[CH:32]=[CH:31][CH:30]=[CH:29][CH:28]=1)=[O:2])([N+:17]([O-:19])=[O:18])[CH2:12][CH2:13][C:14]([O:16][CH2:26][C:27]1[CH:32]=[CH:31][CH:30]=[CH:29][CH:28]=1)=[O:15])=[O:11])[C:27]1[CH:32]=[CH:31][CH:30]=[CH:29][CH:28]=1. The yield is 0.820.